This data is from Full USPTO retrosynthesis dataset with 1.9M reactions from patents (1976-2016). The task is: Predict the reactants needed to synthesize the given product. (1) Given the product [CH2:23]([O:30][CH2:31][CH2:32][CH2:33][C@H:34]([CH3:37])[CH:35]=[O:36])[C:24]1[CH:29]=[CH:28][CH:27]=[CH:26][CH:25]=1, predict the reactants needed to synthesize it. The reactants are: CC(OI1(OC(C)=O)(OC(C)=O)OC(=O)C2C=CC=CC1=2)=O.[CH2:23]([O:30][CH2:31][CH2:32][CH2:33][C@H:34]([CH3:37])[CH2:35][OH:36])[C:24]1[CH:29]=[CH:28][CH:27]=[CH:26][CH:25]=1. (2) Given the product [CH:21]1[C:17]2[C:16]3[CH:15]=[CH:14][CH:13]=[CH:12][C:11]=3[N:10]=[C:9]([NH:7][C:2]3[CH:3]=[CH:4][CH:5]=[CH:6][N:1]=3)[C:18]=2[NH:19][N:20]=1, predict the reactants needed to synthesize it. The reactants are: [N:1]1[CH:6]=[CH:5][CH:4]=[CH:3][C:2]=1[NH2:7].Cl[C:9]1[C:18]2=[N:19][N:20](CC3C=CC(OC)=CC=3)[CH:21]=[C:17]2[C:16]2[CH:15]=[CH:14][CH:13]=[CH:12][C:11]=2[N:10]=1.